This data is from Full USPTO retrosynthesis dataset with 1.9M reactions from patents (1976-2016). The task is: Predict the reactants needed to synthesize the given product. (1) Given the product [Cl:36][C:37]1[CH:38]=[C:39]([S:44]([N:47]2[CH2:52][CH2:51][CH:50]([CH2:53][O:54][C:55]3[C:63]([CH:64]4[CH2:66][CH2:65]4)=[CH:62][C:58]([C:59]([NH:47][S:44]([CH3:39])(=[O:46])=[O:45])=[O:60])=[C:57]([F:67])[CH:56]=3)[CH2:49][CH2:48]2)(=[O:46])=[O:45])[CH:40]=[CH:41][C:42]=1[F:43], predict the reactants needed to synthesize it. The reactants are: ClC1C(F)=C(C=C(C(F)(F)F)C=1)CN1CCC(COC2C(C3CC3)=CC(C(O)=O)=C(F)C=2)(F)CC1.[Cl:36][C:37]1[CH:38]=[C:39]([S:44]([N:47]2[CH2:52][CH2:51][CH:50]([CH2:53][O:54][C:55]3[C:63]([CH:64]4[CH2:66][CH2:65]4)=[CH:62][C:58]([C:59](O)=[O:60])=[C:57]([F:67])[CH:56]=3)[CH2:49][CH2:48]2)(=[O:46])=[O:45])[CH:40]=[CH:41][C:42]=1[F:43]. (2) Given the product [CH3:15][O:14][C:9]1[CH:8]=[C:3]2[C:2](=[CH:11][C:10]=1[O:12][CH3:13])[NH:1][C:16](=[O:17])[N:18]=[CH:4]2, predict the reactants needed to synthesize it. The reactants are: [NH2:1][C:2]1[CH:11]=[C:10]([O:12][CH3:13])[C:9]([O:14][CH3:15])=[CH:8][C:3]=1[C:4](OC)=O.[CH:16]([NH2:18])=[O:17].